This data is from Full USPTO retrosynthesis dataset with 1.9M reactions from patents (1976-2016). The task is: Predict the reactants needed to synthesize the given product. (1) Given the product [I:1][C:13]1[CH:12]=[C:11]2[C:7](=[CH:6][C:5]=1[O:4][CH3:3])[CH2:8][CH2:9][CH2:10]2, predict the reactants needed to synthesize it. The reactants are: [I:1]I.[CH3:3][O:4][C:5]1[CH:6]=[C:7]2[C:11](=[CH:12][CH:13]=1)[CH2:10][CH2:9][CH2:8]2. (2) Given the product [CH3:12][O:11][C:8]1[N:9]=[CH:10][C:5](/[C:3](/[CH3:4])=[CH:2]/[N:34]2[C:35]3[CH:36]=[CH:37][C:38]([CH3:41])=[CH:39][C:40]=3[C:32]3[CH2:31][N:30]([CH3:29])[CH2:43][CH2:42][C:33]2=3)=[CH:6][CH:7]=1, predict the reactants needed to synthesize it. The reactants are: Br[CH:2]=[C:3]([C:5]1[CH:6]=[CH:7][C:8]([O:11][CH3:12])=[N:9][CH:10]=1)[CH3:4].P([O-])([O-])([O-])=O.[K+].[K+].[K+].N1CCC[C@H]1C(O)=O.[CH3:29][N:30]1[CH2:43][CH2:42][C:33]2[NH:34][C:35]3[CH:36]=[CH:37][C:38]([CH3:41])=[CH:39][C:40]=3[C:32]=2[CH2:31]1.